From a dataset of Full USPTO retrosynthesis dataset with 1.9M reactions from patents (1976-2016). Predict the reactants needed to synthesize the given product. (1) Given the product [NH2:44][C@@H:45]([CH2:46][CH:47]([CH3:49])[CH3:48])[C:50]([N:19]1[CH2:20][CH2:21][CH:16]([N:15]([C:12]2[CH:13]=[CH:14][C:9]([O:8][CH2:1][C:2]3[CH:3]=[CH:4][CH:5]=[CH:6][CH:7]=3)=[CH:10][CH:11]=2)[CH2:22][CH:23]=[C:24]([CH3:26])[CH3:25])[CH2:17][CH2:18]1)=[O:51], predict the reactants needed to synthesize it. The reactants are: [CH2:1]([O:8][C:9]1[CH:14]=[CH:13][C:12]([N:15]([CH2:22][CH:23]=[C:24]([CH3:26])[CH3:25])[CH:16]2[CH2:21][CH2:20][NH:19][CH2:18][CH2:17]2)=[CH:11][CH:10]=1)[C:2]1[CH:7]=[CH:6][CH:5]=[CH:4][CH:3]=1.CCN(C(C)C)C(C)C.O.C([NH:44][C@H:45]([C:50](O)=[O:51])[CH2:46][CH:47]([CH3:49])[CH3:48])(OC(C)(C)C)=O.CN(C(ON1N=NC2C=CC=CC1=2)=[N+](C)C)C.F[P-](F)(F)(F)(F)F. (2) Given the product [Cl:23][C:19]1[CH:20]=[C:21]2[C:16](=[C:17]([NH:24][CH:25]3[CH2:30][CH2:29][O:28][CH2:27][CH2:26]3)[CH:18]=1)[NH:15][C:14]([C:11]1[S:12][CH2:13][C@@H:9]([CH2:8][CH2:7][N:4]3[CH2:5][CH2:6][C@H:2]([NH:1][C:40](=[O:42])[CH3:41])[CH2:3]3)[N:10]=1)=[CH:22]2, predict the reactants needed to synthesize it. The reactants are: [NH2:1][C@H:2]1[CH2:6][CH2:5][N:4]([CH2:7][CH2:8][C@@H:9]2[CH2:13][S:12][C:11]([C:14]3[NH:15][C:16]4[C:21]([CH:22]=3)=[CH:20][C:19]([Cl:23])=[CH:18][C:17]=4[NH:24][CH:25]3[CH2:30][CH2:29][O:28][CH2:27][CH2:26]3)=[N:10]2)[CH2:3]1.C(N(C(C)C)CC)(C)C.[C:40](Cl)(=[O:42])[CH3:41]. (3) Given the product [OH:4][C:5]1[CH:10]=[CH:11][C:25]2[NH:26][C:28](=[O:29])[CH:9]=[CH:8][C:7]=2[C:6]=1[CH:19]=[O:22], predict the reactants needed to synthesize it. The reactants are: BrC1C(=O)[O:4][C:5]2[C:10]([C:11]=1C)=[CH:9][CH:8]=[C:7](O)[CH:6]=2.B(O)(O)O.[C:19]([O-:22])([O-])=O.[Na+].[Na+].[CH3:25][N:26]([CH:28]=[O:29])C. (4) Given the product [CH3:1][O:2][C:3]1[CH:8]=[CH:7][C:6]([CH:9]2[C:17]3[C:12](=[CH:13][CH:14]=[CH:15][CH:16]=3)[CH:11]([C:18]3[CH:19]=[CH:20][CH:21]=[CH:22][CH:23]=3)[CH:10]2[C:24]([OH:26])=[O:25])=[CH:5][CH:4]=1, predict the reactants needed to synthesize it. The reactants are: [CH3:1][O:2][C:3]1[CH:8]=[CH:7][C:6]([CH:9]2[C:17]3[C:12](=[CH:13][CH:14]=[CH:15][CH:16]=3)[CH:11]([C:18]3[CH:23]=[CH:22][CH:21]=[CH:20][CH:19]=3)[CH:10]2[C:24]([O:26]CC)=[O:25])=[CH:5][CH:4]=1.COC1C=CC(C2C3C(=CC=CC=3)C(C3C=CC=CC=3)=C2C(OCC)=O)=CC=1. (5) Given the product [Br:14][C:15]1[CH:20]=[C:19]([CH:18]=[CH:17][CH:16]=1)[O:1][C@H:2]([C:4]1[CH:13]=[CH:12][C:7]([C:8]([O:10][CH3:11])=[O:9])=[CH:6][CH:5]=1)[CH3:3], predict the reactants needed to synthesize it. The reactants are: [OH:1][C@@H:2]([C:4]1[CH:13]=[CH:12][C:7]([C:8]([O:10][CH3:11])=[O:9])=[CH:6][CH:5]=1)[CH3:3].[Br:14][C:15]1[CH:16]=[C:17](O)[CH:18]=[CH:19][CH:20]=1.C1(P(C2C=CC=CC=2)C2C=CC=CC=2)C=CC=CC=1.CC(OC(/N=N/C(OC(C)C)=O)=O)C. (6) Given the product [CH:15](=[N:14][C:5]([C:6]1[CH:11]=[CH:10][C:9]([Cl:12])=[C:8]([Cl:13])[CH:7]=1)([CH2:25][CH:24]=[CH2:23])[C:4]([O:3][CH2:1][CH3:2])=[O:22])[C:16]1[CH:17]=[CH:18][CH:19]=[CH:20][CH:21]=1, predict the reactants needed to synthesize it. The reactants are: [CH2:1]([O:3][C:4](=[O:22])[CH:5]([N:14]=[CH:15][C:16]1[CH:21]=[CH:20][CH:19]=[CH:18][CH:17]=1)[C:6]1[CH:11]=[CH:10][C:9]([Cl:12])=[C:8]([Cl:13])[CH:7]=1)[CH3:2].[CH2:23](Br)[CH:24]=[CH2:25].C(=O)([O-])[O-].[K+].[K+].